From a dataset of Forward reaction prediction with 1.9M reactions from USPTO patents (1976-2016). Predict the product of the given reaction. (1) Given the reactants [N+:1]([C:4]1[CH:8]=[N:7][NH:6][C:5]=1[NH2:9])([O-:3])=[O:2].CN(C)[CH:12]=[CH:13][C:14]([C:16]1[CH:17]=[C:18]([N:22]([CH2:29][CH3:30])[S:23]([CH:26]([CH3:28])[CH3:27])(=[O:25])=[O:24])[CH:19]=[CH:20][CH:21]=1)=O.C(OCC)(=O)C, predict the reaction product. The product is: [N+:1]([C:4]1[CH:8]=[N:7][N:6]2[C:14]([C:16]3[CH:17]=[C:18]([N:22]([CH2:29][CH3:30])[S:23]([CH:26]([CH3:27])[CH3:28])(=[O:25])=[O:24])[CH:19]=[CH:20][CH:21]=3)=[CH:13][CH:12]=[N:9][C:5]=12)([O-:3])=[O:2]. (2) Given the reactants Cl.Br[C:3]1[CH:4]=[C:5]([N:9]([CH2:21][C:22]2[N:23]=[CH:24][S:25][CH:26]=2)[C:10](=[O:20])[C@H:11]([CH2:13][C:14]2[CH:19]=[CH:18][CH:17]=[CH:16][CH:15]=2)[NH2:12])[CH:6]=[CH:7][CH:8]=1.[F:27][C:28]1[CH:33]=[CH:32][C:31](B(O)O)=[CH:30][CH:29]=1, predict the reaction product. The product is: [F:27][C:28]1[CH:33]=[CH:32][C:31]([C:3]2[CH:8]=[CH:7][CH:6]=[C:5]([N:9]([CH2:21][C:22]3[N:23]=[CH:24][S:25][CH:26]=3)[C:10](=[O:20])[C@H:11]([CH2:13][C:14]3[CH:19]=[CH:18][CH:17]=[CH:16][CH:15]=3)[NH2:12])[CH:4]=2)=[CH:30][CH:29]=1. (3) Given the reactants [CH3:1][O:2][C:3]1[CH:4]=[C:5]([NH:11][CH2:12][CH2:13][C:14]2[CH:19]=[CH:18][C:17]([C:20]([F:23])([F:22])[F:21])=[CH:16][CH:15]=2)[CH:6]=[CH:7][C:8]=1[O:9][CH3:10].C(OC([NH:31][CH:32]([C:36]1[CH:41]=[CH:40][CH:39]=[C:38]([O:42][C:43]([F:46])([F:45])[F:44])[CH:37]=1)[C:33](O)=[O:34])=O)(C)(C)C, predict the reaction product. The product is: [NH2:31][CH:32]([C:36]1[CH:41]=[CH:40][CH:39]=[C:38]([O:42][C:43]([F:44])([F:45])[F:46])[CH:37]=1)[C:33]([N:11]([C:5]1[CH:6]=[CH:7][C:8]([O:9][CH3:10])=[C:3]([O:2][CH3:1])[CH:4]=1)[CH2:12][CH2:13][C:14]1[CH:19]=[CH:18][C:17]([C:20]([F:22])([F:21])[F:23])=[CH:16][CH:15]=1)=[O:34]. (4) Given the reactants [CH2:1]([C:3]1[N:4]([C:28]2[CH:33]=[CH:32][C:31]([OH:34])=[CH:30][CH:29]=2)[C:5](=[O:27])[C:6]([CH2:12][C:13]2[CH:18]=[CH:17][C:16]([C:19]3[C:20]([C:25]#[N:26])=[CH:21][CH:22]=[CH:23][CH:24]=3)=[CH:15][CH:14]=2)=[C:7]([CH2:9][CH2:10][CH3:11])[N:8]=1)[CH3:2].[Si](O[CH:43]1[CH2:48][CH2:47][CH:46]([OH:49])[CH2:45][CH2:44]1)(C(C)(C)C)(C)C.C1(P(C2C=CC=CC=2)C2C=CC=CC=2)C=CC=CC=1.[N:70]([C:71]([O:73]C(C)C)=[O:72])=[N:70][C:71]([O:73]C(C)C)=[O:72], predict the reaction product. The product is: [CH2:1]([C:3]1[N:4]([C:28]2[CH:33]=[CH:32][C:31]([O:34][C@H:43]3[CH2:44][CH2:45][C@H:46]([OH:49])[CH2:47][CH2:48]3)=[CH:30][CH:29]=2)[C:5](=[O:27])[C:6]([CH2:12][C:13]2[CH:18]=[CH:17][C:16]([C:19]3[CH:24]=[CH:23][CH:22]=[CH:21][C:20]=3[C:25]3[NH:70][C:71](=[O:72])[O:73][N:26]=3)=[CH:15][CH:14]=2)=[C:7]([CH2:9][CH2:10][CH3:11])[N:8]=1)[CH3:2]. (5) Given the reactants Cl[C:2]1[N:3]=[N:4][C:5]([N:8]2[CH2:12][C@@H:11]([C:13]([N:15]3[CH2:20][CH2:19][C@:18]([O:27][CH3:28])([C:21]4[CH:26]=[CH:25][CH:24]=[CH:23][CH:22]=4)[C@@H:17]([O:29][CH3:30])[CH2:16]3)=[O:14])[C@H:10]([C:31]3[CH:36]=[CH:35][C:34]([F:37])=[CH:33][C:32]=3[F:38])[CH2:9]2)=[CH:6][CH:7]=1.[Na].[F-].[Cs+].[CH3:42][OH:43], predict the reaction product. The product is: [F:38][C:32]1[CH:33]=[C:34]([F:37])[CH:35]=[CH:36][C:31]=1[C@H:10]1[C@H:11]([C:13]([N:15]2[CH2:20][CH2:19][C@:18]([O:27][CH3:28])([C:21]3[CH:26]=[CH:25][CH:24]=[CH:23][CH:22]=3)[C@@H:17]([O:29][CH3:30])[CH2:16]2)=[O:14])[CH2:12][N:8]([C:5]2[N:4]=[N:3][C:2]([O:43][CH3:42])=[CH:7][CH:6]=2)[CH2:9]1. (6) Given the reactants [C:1]([CH2:8][N:9]1[CH2:22][CH2:21][CH2:20][NH:19][CH2:18][CH2:17][N:16]([CH2:23][C:24]([O:26][C:27]([CH3:30])([CH3:29])[CH3:28])=[O:25])[CH2:15][CH2:14][CH2:13][NH:12][CH2:11][CH2:10]1)([O:3][C:4]([CH3:7])([CH3:6])[CH3:5])=[O:2].C(N(CC)CC)C.[N+:38]([C:41]1[CH:48]=[CH:47][C:44]([CH2:45]Br)=[CH:43][CH:42]=1)([O-:40])=[O:39], predict the reaction product. The product is: [C:24]([CH2:23][N:16]1[CH2:15][CH2:14][CH2:13][NH:12][CH2:11][CH2:10][N:9]([CH2:8][C:1]([O:3][C:4]([CH3:6])([CH3:5])[CH3:7])=[O:2])[CH2:22][CH2:21][CH2:20][N:19]([CH2:45][C:44]2[CH:47]=[CH:48][C:41]([N+:38]([O-:40])=[O:39])=[CH:42][CH:43]=2)[CH2:18][CH2:17]1)([O:26][C:27]([CH3:30])([CH3:29])[CH3:28])=[O:25].